This data is from Full USPTO retrosynthesis dataset with 1.9M reactions from patents (1976-2016). The task is: Predict the reactants needed to synthesize the given product. The reactants are: [Cl:1][C:2]1[C:3]([C:10]([OH:12])=O)=[N:4][CH:5]=[C:6]([C:8]#[N:9])[CH:7]=1.C(Cl)(=O)C([Cl:16])=O.CN(C)C=O. Given the product [Cl:1][C:2]1[C:3]([C:10]([Cl:16])=[O:12])=[N:4][CH:5]=[C:6]([C:8]#[N:9])[CH:7]=1, predict the reactants needed to synthesize it.